Dataset: Catalyst prediction with 721,799 reactions and 888 catalyst types from USPTO. Task: Predict which catalyst facilitates the given reaction. Reactant: Br[CH2:2][CH:3]([F:7])[CH2:4][CH2:5]Br.[C:8]1(=[O:18])[C:16]2[C:11](=[CH:12][CH:13]=[CH:14][CH:15]=2)[C:10](=[O:17])[NH:9]1.[K]. The catalyst class is: 42. Product: [F:7][CH:3]([CH2:4][CH2:5][N:9]1[C:10](=[O:17])[C:11]2[C:16](=[CH:15][CH:14]=[CH:13][CH:12]=2)[C:8]1=[O:18])[CH2:2][N:9]1[C:10](=[O:17])[C:11]2[C:16](=[CH:15][CH:14]=[CH:13][CH:12]=2)[C:8]1=[O:18].